Dataset: Forward reaction prediction with 1.9M reactions from USPTO patents (1976-2016). Task: Predict the product of the given reaction. (1) Given the reactants [NH:1]([C:3]1[CH:12]=[CH:11][C:10]2[C:5](=[CH:6][CH:7]=[C:8]([S:13][C:14]3[CH:15]=[C:16]([C:20]4([C:26]#[N:27])[CH2:25][CH2:24][O:23][CH2:22][CH2:21]4)[CH:17]=[CH:18][CH:19]=3)[CH:9]=2)[N:4]=1)[NH2:2].[F:28][C:29]1[CH:36]=[CH:35][C:32]([CH:33]=O)=[CH:31][CH:30]=1.C(O)(=O)C.C(O)(=O)C.IC1C=CC=CC=1, predict the reaction product. The product is: [F:28][C:29]1[CH:36]=[CH:35][C:32]([C:33]2[N:4]3[C:5]4[C:10]([CH:11]=[CH:12][C:3]3=[N:1][N:2]=2)=[CH:9][C:8]([S:13][C:14]2[CH:15]=[C:16]([C:20]3([C:26]#[N:27])[CH2:21][CH2:22][O:23][CH2:24][CH2:25]3)[CH:17]=[CH:18][CH:19]=2)=[CH:7][CH:6]=4)=[CH:31][CH:30]=1. (2) The product is: [NH2:10][C:5]1[C:6]([C:8]#[N:9])=[N:7][C:2]([Cl:1])=[CH:3][CH:4]=1. Given the reactants [Cl:1][C:2]1[N:7]=[C:6]([C:8]#[N:9])[C:5]([N+:10]([O-])=O)=[CH:4][CH:3]=1.C(O)(=O)C.[O-]S(S([O-])=O)=O.[Na+].[Na+], predict the reaction product. (3) Given the reactants [C:1]([O:5][C:6]([N:8]1[CH2:13][CH2:12][CH2:11][CH:10]([C:14]([OH:16])=O)[CH2:9]1)=[O:7])([CH3:4])([CH3:3])[CH3:2].CCN=C=NCCCN(C)C.Cl.[CH3:29][NH:30][O:31][CH3:32], predict the reaction product. The product is: [C:1]([O:5][C:6]([N:8]1[CH2:13][CH2:12][CH2:11][CH:10]([C:14](=[O:16])[N:30]([CH3:29])[O:31][CH3:32])[CH2:9]1)=[O:7])([CH3:2])([CH3:3])[CH3:4]. (4) Given the reactants C(O[C:4]([C:6]1[NH:10][C:9]2[CH:11]=[C:12]([C:14]3[CH:19]=[CH:18][C:17]([N+:20]([O-:22])=[O:21])=[CH:16][CH:15]=3)[O:13][C:8]=2[CH:7]=1)=[O:5])C.[NH2:23][NH2:24].Br[CH2:26][CH2:27][CH2:28][C:29]([O:31][CH2:32][CH3:33])=[O:30].C(N(CC)CC)C, predict the reaction product. The product is: [CH2:32]([O:31][C:29](=[O:30])[CH2:28][CH2:27][CH2:26][NH:23][NH:24][C:4]([C:6]1[NH:10][C:9]2[CH:11]=[C:12]([C:14]3[CH:15]=[CH:16][C:17]([N+:20]([O-:22])=[O:21])=[CH:18][CH:19]=3)[O:13][C:8]=2[CH:7]=1)=[O:5])[CH3:33]. (5) Given the reactants B.[CH2:2]1COCC1.[F:7][C:8]1[CH:15]=[CH:14][C:13]([CH2:16][CH:17]([CH3:19])[CH3:18])=[CH:12][C:9]=1[C:10]#[N:11].[F:20][C:21]1[CH:22]=[C:23]([CH2:28][C@H:29]([NH:33][C:34](=[O:40])OC(C)(C)C)[C@H:30]2[CH2:32][O:31]2)[CH:24]=[C:25]([F:27])[CH:26]=1.Cl.C(N(C(C)C)CC)(C)C.C(C1NC=CN=1)(=O)C, predict the reaction product. The product is: [F:20][C:21]1[CH:22]=[C:23]([CH:24]=[C:25]([F:27])[CH:26]=1)[CH2:28][CH:29]([NH:33][C:34](=[O:40])[CH3:2])[CH:30]([OH:31])[CH2:32][NH:11][CH2:10][C:9]1[CH:12]=[C:13]([CH2:16][CH:17]([CH3:19])[CH3:18])[CH:14]=[CH:15][C:8]=1[F:7]. (6) Given the reactants [Cl:1][C:2]1[CH:3]=[C:4]2[C:13](=[CH:14][CH:15]=1)[C:12](Cl)=[C:11]1[C:6]([CH2:7][CH2:8][CH2:9][CH2:10]1)=[N:5]2.[NH2:17][CH2:18][CH2:19][CH2:20][NH2:21].C(O)CCCC.C(=O)(O)[O-].[Na+], predict the reaction product. The product is: [Cl:1][C:2]1[CH:3]=[C:4]2[C:13](=[CH:14][CH:15]=1)[C:12]([NH:17][CH2:18][CH2:19][CH2:20][NH2:21])=[C:11]1[C:6]([CH2:7][CH2:8][CH2:9][CH2:10]1)=[N:5]2. (7) Given the reactants [F:1][C:2]1[CH:3]=[C:4]([NH:9][C:10]([C:12]2[NH:13][C:14]3[C:19]([CH:20]=2)=[CH:18][C:17]([CH:21]([CH:23]2[CH2:27][CH2:26][NH:25][CH2:24]2)[CH3:22])=[CH:16][CH:15]=3)=[O:11])[CH:5]=[C:6]([F:8])[CH:7]=1.FC(F)(F)S(O[CH2:34][C:35]([F:38])([F:37])[F:36])(=O)=O, predict the reaction product. The product is: [F:1][C:2]1[CH:3]=[C:4]([NH:9][C:10]([C:12]2[NH:13][C:14]3[C:19]([CH:20]=2)=[CH:18][C:17]([CH:21]([CH:23]2[CH2:27][CH2:26][N:25]([CH2:34][C:35]([F:38])([F:37])[F:36])[CH2:24]2)[CH3:22])=[CH:16][CH:15]=3)=[O:11])[CH:5]=[C:6]([F:8])[CH:7]=1. (8) Given the reactants [ClH:1].Cl.[Cl:3][C:4]1C(C2SC3C=CC=C(C(N)=O)C=3C=2)=NC(NCCC2CCN(C)CC2)=NC=1.[CH3:32][NH:33][C:34]([C:36]1[C:44]2[CH:43]=[C:42]([C:45]3[C:50]([CH3:51])=[CH:49][N:48]=[C:47]([NH:52][CH2:53][CH2:54][CH2:55][N:56]4[CH2:61][CH2:60][NH:59][C@@H:58]([CH3:62])[CH2:57]4)[N:46]=3)[S:41][C:40]=2[CH:39]=[CH:38][CH:37]=1)=[O:35], predict the reaction product. The product is: [ClH:3].[ClH:1].[ClH:3].[CH3:32][NH:33][C:34]([C:36]1[C:44]2[CH:43]=[C:42]([C:45]3[C:50]([CH3:51])=[CH:49][N:48]=[C:47]([NH:52][CH2:53][CH2:54][CH2:55][N:56]4[CH2:61][CH2:60][N:59]([CH3:4])[C@@H:58]([CH3:62])[CH2:57]4)[N:46]=3)[S:41][C:40]=2[CH:39]=[CH:38][CH:37]=1)=[O:35]. (9) Given the reactants Br[C:2]1[CH:7]=[CH:6][C:5]([S:8]([C:11]2[CH:16]=[CH:15][C:14]([F:17])=[CH:13][CH:12]=2)(=[O:10])=[O:9])=[CH:4][C:3]=1[F:18].[Cl:19][C:20]1[CH:21]=[CH:22][C:23]([O:29][CH3:30])=[C:24](B(O)O)[CH:25]=1, predict the reaction product. The product is: [Cl:19][C:20]1[CH:25]=[CH:24][C:23]([O:29][CH3:30])=[C:22]([C:2]2[CH:7]=[CH:6][C:5]([S:8]([C:11]3[CH:16]=[CH:15][C:14]([F:17])=[CH:13][CH:12]=3)(=[O:10])=[O:9])=[CH:4][C:3]=2[F:18])[CH:21]=1.